From a dataset of Reaction yield outcomes from USPTO patents with 853,638 reactions. Predict the reaction yield, written as a fraction of the theoretical maximum amount of product (1.0 means a 100% yield; for example, 0.34 means a 34% yield). (1) The reactants are [C:1]([C:3]1[C:8]([NH2:9])=[CH:7][CH:6]=[C:5]([CH3:10])[N:4]=1)#[CH:2].[Cl:11][C:12]1[CH:17]=[CH:16][CH:15]=[C:14](I)[CH:13]=1. The catalyst is C(N(CC)CC)C.C(Cl)Cl.Cl[Pd](Cl)([P](C1C=CC=CC=1)(C1C=CC=CC=1)C1C=CC=CC=1)[P](C1C=CC=CC=1)(C1C=CC=CC=1)C1C=CC=CC=1. The product is [Cl:11][C:12]1[CH:13]=[C:14]([C:2]#[C:1][C:3]2[C:8]([NH2:9])=[CH:7][CH:6]=[C:5]([CH3:10])[N:4]=2)[CH:15]=[CH:16][CH:17]=1. The yield is 0.390. (2) The reactants are [Br:1][C:2]1[C:7]([N+:8]([O-:10])=[O:9])=[CH:6][C:5]([OH:11])=[C:4]([CH:12]2[CH2:16][CH2:15][CH2:14][CH2:13]2)[CH:3]=1.C([O-])([O-])=O.[Cs+].[Cs+].[CH2:23](Br)[C:24]1[CH:29]=[CH:28][CH:27]=[CH:26][CH:25]=1. The catalyst is CN(C=O)C.O. The product is [CH2:23]([O:11][C:5]1[CH:6]=[C:7]([N+:8]([O-:10])=[O:9])[C:2]([Br:1])=[CH:3][C:4]=1[CH:12]1[CH2:16][CH2:15][CH2:14][CH2:13]1)[C:24]1[CH:29]=[CH:28][CH:27]=[CH:26][CH:25]=1. The yield is 0.980. (3) The reactants are [CH3:1][O:2][C:3]([C:5]1([C:12]#[N:13])[C:7]2([CH2:11][CH2:10][CH2:9][CH2:8]2)[CH2:6]1)=[O:4].[BH4-].[Na+].[H][H].[C:18](O[C:18]([O:20][C:21]([CH3:24])([CH3:23])[CH3:22])=[O:19])([O:20][C:21]([CH3:24])([CH3:23])[CH3:22])=[O:19]. The catalyst is CO.C(Cl)Cl. The product is [CH3:1][O:2][C:3]([C:5]1([CH2:12][NH:13][C:18]([O:20][C:21]([CH3:24])([CH3:23])[CH3:22])=[O:19])[C:7]2([CH2:8][CH2:9][CH2:10][CH2:11]2)[CH2:6]1)=[O:4]. The yield is 0.750. (4) The reactants are C([O:3][C:4](=[O:36])[C@@H:5]([NH:24][C:25]1[C:28]2([CH2:33][CH2:32][O:31][CH2:30][CH2:29]2)[C:27](=[O:34])[C:26]=1[Cl:35])[CH2:6][C:7]1[CH:12]=[CH:11][C:10]([NH:13][C:14](=[O:23])[C:15]2[C:20]([Cl:21])=[CH:19][N:18]=[CH:17][C:16]=2[Cl:22])=[CH:9][CH:8]=1)C.[OH-].[Li+]. No catalyst specified. The product is [Cl:35][C:26]1[C:27](=[O:34])[C:28]2([CH2:29][CH2:30][O:31][CH2:32][CH2:33]2)[C:25]=1[NH:24][C@@H:5]([CH2:6][C:7]1[CH:12]=[CH:11][C:10]([NH:13][C:14](=[O:23])[C:15]2[C:16]([Cl:22])=[CH:17][N:18]=[CH:19][C:20]=2[Cl:21])=[CH:9][CH:8]=1)[C:4]([OH:36])=[O:3]. The yield is 0.830.